Dataset: Merck oncology drug combination screen with 23,052 pairs across 39 cell lines. Task: Regression. Given two drug SMILES strings and cell line genomic features, predict the synergy score measuring deviation from expected non-interaction effect. (1) Drug 1: CN(Cc1cnc2nc(N)nc(N)c2n1)c1ccc(C(=O)NC(CCC(=O)O)C(=O)O)cc1. Synergy scores: synergy=-65.9. Cell line: ZR751. Drug 2: Cn1nnc2c(C(N)=O)ncn2c1=O. (2) Drug 1: CC1CC2C3CCC4=CC(=O)C=CC4(C)C3(F)C(O)CC2(C)C1(O)C(=O)CO. Drug 2: N#Cc1ccc(Cn2cncc2CN2CCN(c3cccc(Cl)c3)C(=O)C2)cc1. Cell line: NCIH460. Synergy scores: synergy=2.65.